The task is: Regression. Given a peptide amino acid sequence and an MHC pseudo amino acid sequence, predict their binding affinity value. This is MHC class I binding data.. This data is from Peptide-MHC class I binding affinity with 185,985 pairs from IEDB/IMGT. (1) The peptide sequence is HHIWQNLL. The MHC is HLA-B27:05 with pseudo-sequence HLA-B27:05. The binding affinity (normalized) is 0.213. (2) The peptide sequence is VVISKKDTY. The MHC is HLA-B27:05 with pseudo-sequence HLA-B27:05. The binding affinity (normalized) is 0.0847. (3) The peptide sequence is TVMDVISRR. The MHC is HLA-A11:01 with pseudo-sequence HLA-A11:01. The binding affinity (normalized) is 0.685. (4) The binding affinity (normalized) is 0.159. The MHC is HLA-B27:05 with pseudo-sequence HLA-B27:05. The peptide sequence is RLRPNGKK. (5) The peptide sequence is EVIEQWHSL. The MHC is HLA-B39:01 with pseudo-sequence HLA-B39:01. The binding affinity (normalized) is 0.475. (6) The peptide sequence is YQRALHTSI. The MHC is HLA-A32:07 with pseudo-sequence HLA-A32:07. The binding affinity (normalized) is 0.434. (7) The peptide sequence is VISTIANSNI. The MHC is HLA-A02:06 with pseudo-sequence HLA-A02:06. The binding affinity (normalized) is 0.210. (8) The binding affinity (normalized) is 0.0847. The MHC is HLA-A03:01 with pseudo-sequence HLA-A03:01. The peptide sequence is APKEFRGAL. (9) The peptide sequence is YLELGNATL. The MHC is H-2-Kb with pseudo-sequence H-2-Kb. The binding affinity (normalized) is 0.0348. (10) The peptide sequence is SPRTLNAWV. The MHC is HLA-B53:01 with pseudo-sequence HLA-B53:01. The binding affinity (normalized) is 0.